Dataset: Forward reaction prediction with 1.9M reactions from USPTO patents (1976-2016). Task: Predict the product of the given reaction. (1) Given the reactants N[C@H](C(O)=O)C[S:4]([CH2:6][CH:7]=[CH2:8])=[O:5], predict the reaction product. The product is: [CH2:8]=[CH:7][CH2:6][S:4](=[O:5])[S:4][CH2:6][CH:7]=[CH2:8]. (2) Given the reactants [H-].[H-].[H-].[H-].[Li+].[Al+3].C[O:8][C:9](=O)[C:10]1[C:15]([NH2:16])=[CH:14][C:13]([O:17][CH3:18])=[N:12][CH:11]=1.O, predict the reaction product. The product is: [NH2:16][C:15]1[CH:14]=[C:13]([O:17][CH3:18])[N:12]=[CH:11][C:10]=1[CH2:9][OH:8]. (3) The product is: [Cl:28][C:29]1[CH:36]=[CH:35][C:32]([CH2:33][C:2]2[C:6]([C:7]#[N:8])=[C:5]([C:9]3[CH2:10][CH2:11][O:12][CH2:13][CH:14]=3)[S:4][C:3]=2[C:15]([O:17][CH2:18][CH3:19])=[O:16])=[CH:31][CH:30]=1. Given the reactants Br[C:2]1[C:6]([C:7]#[N:8])=[C:5]([C:9]2[CH2:10][CH2:11][O:12][CH2:13][CH:14]=2)[S:4][C:3]=1[C:15]([O:17][CH2:18][CH3:19])=[O:16].C1(C)C=CC=CC=1.[Cl-].[Cl:28][C:29]1[CH:36]=[CH:35][C:32]([CH2:33][Zn+])=[CH:31][CH:30]=1.O1CCCC1, predict the reaction product. (4) The product is: [ClH:11].[ClH:40].[Cl:11][C:12]1[C:17]([F:18])=[CH:16][C:15]([C:19]2[N:20]=[C:21]([N:28]3[CH2:33][CH2:32][NH:31][CH:30]([CH2:34][OH:35])[CH2:29]3)[C:22]3[S:27][CH:26]=[CH:25][C:23]=3[N:24]=2)=[C:14]([F:39])[CH:13]=1. Given the reactants [H-].C([Al+]CC(C)C)C(C)C.[Cl:11][C:12]1[C:17]([F:18])=[CH:16][C:15]([C:19]2[N:20]=[C:21]([N:28]3[CH2:33][CH2:32][NH:31][CH:30]([C:34](OCC)=[O:35])[CH2:29]3)[C:22]3[S:27][CH:26]=[CH:25][C:23]=3[N:24]=2)=[C:14]([F:39])[CH:13]=1.[ClH:40].[OH-].[Na+].Cl.O1CCOCC1, predict the reaction product.